This data is from Choline transporter screen with 302,306 compounds. The task is: Binary Classification. Given a drug SMILES string, predict its activity (active/inactive) in a high-throughput screening assay against a specified biological target. The compound is s1c(nnc1NC(=O)Nc1c(F)cccc1)COc1ccc(OC)cc1. The result is 0 (inactive).